Dataset: Catalyst prediction with 721,799 reactions and 888 catalyst types from USPTO. Task: Predict which catalyst facilitates the given reaction. Product: [CH3:33][O:32][C:31]1[C:3](=[O:2])[C:4]([CH3:38])=[C:5]([CH2:6][C:7]2[CH:20]=[CH:19][C:10]([C:11]([N:13]3[CH2:14][CH2:15][CH2:16][CH2:17][CH2:18]3)=[O:12])=[C:9]([O:21][CH2:22][C:23]3[CH:24]=[CH:25][CH:26]=[CH:27][CH:28]=3)[CH:8]=2)[C:29](=[O:36])[C:30]=1[O:34][CH3:35]. Reactant: C[O:2][C:3]1[C:4]([CH3:38])=[C:5]([C:29]([O:36]C)=[C:30]([O:34][CH3:35])[C:31]=1[O:32][CH3:33])[CH2:6][C:7]1[CH:20]=[CH:19][C:10]([C:11]([N:13]2[CH2:18][CH2:17][CH2:16][CH2:15][CH2:14]2)=[O:12])=[C:9]([O:21][CH2:22][C:23]2[CH:28]=[CH:27][CH:26]=[CH:25][CH:24]=2)[CH:8]=1.O=[N+]([O-])[O-].[O-][N+](=O)[O-].[O-][N+](=O)[O-].[O-][N+](=O)[O-].[O-][N+](=O)[O-].[O-][N+](=O)[O-].[Ce+4].[NH4+].[NH4+]. The catalyst class is: 47.